The task is: Predict the reactants needed to synthesize the given product.. This data is from Full USPTO retrosynthesis dataset with 1.9M reactions from patents (1976-2016). (1) Given the product [C:21]([C:18]1[CH:19]=[CH:20][C:15]([NH:14][C:12](=[O:13])[C:11]2[CH:10]=[CH:9][C:8]([C:3]3[C:2]([N:1]([S:35]([CH3:34])(=[O:37])=[O:36])[S:35]([CH3:34])(=[O:37])=[O:36])=[CH:7][CH:6]=[CH:5][N:4]=3)=[CH:26][CH:25]=2)=[CH:16][CH:17]=1)([CH3:22])([CH3:23])[CH3:24], predict the reactants needed to synthesize it. The reactants are: [NH2:1][C:2]1[C:3]([C:8]2[CH:26]=[CH:25][C:11]([C:12]([NH:14][C:15]3[CH:20]=[CH:19][C:18]([C:21]([CH3:24])([CH3:23])[CH3:22])=[CH:17][CH:16]=3)=[O:13])=[CH:10][CH:9]=2)=[N:4][CH:5]=[CH:6][CH:7]=1.C(N(CC)CC)C.[CH3:34][S:35](Cl)(=[O:37])=[O:36]. (2) Given the product [C:4]([C:3]1[CH:12]=[C:13]([Cl:16])[CH:14]=[CH:15][C:2]=1[NH:1][S:25]([C:22]1[CH:21]=[CH:20][C:19]([C:17]#[N:18])=[CH:24][CH:23]=1)(=[O:27])=[O:26])(=[O:5])[C:6]1[CH:7]=[CH:8][CH:9]=[CH:10][CH:11]=1, predict the reactants needed to synthesize it. The reactants are: [NH2:1][C:2]1[CH:15]=[CH:14][C:13]([Cl:16])=[CH:12][C:3]=1[C:4]([C:6]1[CH:11]=[CH:10][CH:9]=[CH:8][CH:7]=1)=[O:5].[C:17]([C:19]1[CH:24]=[CH:23][C:22]([S:25](Cl)(=[O:27])=[O:26])=[CH:21][CH:20]=1)#[N:18].Cl. (3) The reactants are: [F:1][C:2]1[CH:3]=[CH:4][C:5]([N+:22]([O-:24])=[O:23])=[C:6]([NH:8][CH2:9][C@@H:10]2[CH2:14][CH2:13][N:12](C(OC(C)(C)C)=O)[CH2:11]2)[CH:7]=1.[ClH:25].O1CCOCC1. Given the product [ClH:25].[F:1][C:2]1[CH:3]=[CH:4][C:5]([N+:22]([O-:24])=[O:23])=[C:6]([NH:8][CH2:9][C@@H:10]2[CH2:14][CH2:13][NH:12][CH2:11]2)[CH:7]=1, predict the reactants needed to synthesize it.